This data is from Forward reaction prediction with 1.9M reactions from USPTO patents (1976-2016). The task is: Predict the product of the given reaction. (1) Given the reactants [Br:1][C:2]1[N:6]2[N:7]=[C:8](Cl)[CH:9]=[CH:10][C:5]2=[N:4][CH:3]=1.[CH2:12]([NH2:15])[CH2:13][CH3:14].C(Cl)Cl.CO.[NH4+].[OH-], predict the reaction product. The product is: [Br:1][C:2]1[N:6]2[N:7]=[C:8]([NH:15][CH2:12][CH2:13][CH3:14])[CH:9]=[CH:10][C:5]2=[N:4][CH:3]=1. (2) Given the reactants [C:1]([C:4]1[CH:9]=[CH:8][C:7]([N:10]2[CH2:15][CH2:14][N:13]([C:16]([C:18]3[CH:19]=[C:20]([CH:23]=[CH:24][C:25]=3Br)[C:21]#[N:22])=[O:17])[CH2:12][CH2:11]2)=[C:6]([F:27])[CH:5]=1)(=[O:3])[CH3:2].[NH:28]1[CH2:33][CH2:32][O:31][CH2:30][CH2:29]1, predict the reaction product. The product is: [C:1]([C:4]1[CH:9]=[CH:8][C:7]([N:10]2[CH2:15][CH2:14][N:13]([C:16]([C:18]3[CH:19]=[C:20]([CH:23]=[CH:24][C:25]=3[N:28]3[CH2:33][CH2:32][O:31][CH2:30][CH2:29]3)[C:21]#[N:22])=[O:17])[CH2:12][CH2:11]2)=[C:6]([F:27])[CH:5]=1)(=[O:3])[CH3:2]. (3) Given the reactants [CH3:1][O:2][C:3]1[CH:4]=[C:5]2[C:10](=[CH:11][C:12]=1[O:13][CH3:14])[N:9]=[CH:8][CH:7]=[C:6]2[O:15][C:16]1[CH:22]=[CH:21][C:19]([NH2:20])=[CH:18][C:17]=1[F:23].[CH2:24]([O:26][C:27]1[C:28]([C:38](Cl)=[O:39])=[N:29][N:30]([C:32]2[CH:36]=[CH:35][N:34]([CH3:37])[N:33]=2)[CH:31]=1)[CH3:25], predict the reaction product. The product is: [CH3:1][O:2][C:3]1[CH:4]=[C:5]2[C:10](=[CH:11][C:12]=1[O:13][CH3:14])[N:9]=[CH:8][CH:7]=[C:6]2[O:15][C:16]1[CH:22]=[CH:21][C:19]([NH:20][C:38]([C:28]2[C:27]([O:26][CH2:24][CH3:25])=[CH:31][N:30]([C:32]3[CH:36]=[CH:35][N:34]([CH3:37])[N:33]=3)[N:29]=2)=[O:39])=[CH:18][C:17]=1[F:23]. (4) Given the reactants C([O-])([O-])=O.[Na+].[Na+].Br[C:8]1[C:9]([CH2:31][N:32]2[CH2:37][CH2:36][O:35][CH2:34][CH2:33]2)=[CH:10][C:11]([O:23][CH2:24][C:25]2[CH:30]=[CH:29][CH:28]=[CH:27][CH:26]=2)=[C:12]([CH:22]=1)[C:13]([NH:15][C:16]1[CH:21]=[CH:20][N:19]=[N:18][CH:17]=1)=[O:14].[CH3:38][N:39]1[CH:43]=[C:42](B(O)O)[CH:41]=[N:40]1, predict the reaction product. The product is: [CH3:38][N:39]1[CH:43]=[C:42]([C:8]2[C:9]([CH2:31][N:32]3[CH2:33][CH2:34][O:35][CH2:36][CH2:37]3)=[CH:10][C:11]([O:23][CH2:24][C:25]3[CH:26]=[CH:27][CH:28]=[CH:29][CH:30]=3)=[C:12]([CH:22]=2)[C:13]([NH:15][C:16]2[CH:21]=[CH:20][N:19]=[N:18][CH:17]=2)=[O:14])[CH:41]=[N:40]1. (5) The product is: [CH:1]1([CH2:4][N:5]([S:37]([CH3:36])(=[O:39])=[O:38])[C:6]2[CH:28]=[CH:27][C:9]([O:10][C:11]3[CH:12]=[C:13]([CH:18]=[C:19]([O:21][C@@H:22]([CH3:26])[CH2:23][O:24][CH3:25])[CH:20]=3)[C:14]([O:16][CH3:17])=[O:15])=[CH:8][CH:7]=2)[CH2:3][CH2:2]1. Given the reactants [CH:1]1([CH2:4][NH:5][C:6]2[CH:28]=[CH:27][C:9]([O:10][C:11]3[CH:12]=[C:13]([CH:18]=[C:19]([O:21][C@@H:22]([CH3:26])[CH2:23][O:24][CH3:25])[CH:20]=3)[C:14]([O:16][CH3:17])=[O:15])=[CH:8][CH:7]=2)[CH2:3][CH2:2]1.C(N(CC)CC)C.[CH3:36][S:37](Cl)(=[O:39])=[O:38].O, predict the reaction product. (6) Given the reactants [C:1]([O:5][C:6]([NH:8][C@H:9]1[CH2:13][CH2:12][NH:11][CH2:10]1)=[O:7])([CH3:4])([CH3:3])[CH3:2].C=O.[C:16](O[BH-](OC(=O)C)OC(=O)C)(=O)C.[Na+], predict the reaction product. The product is: [CH3:16][N:11]1[CH2:12][CH2:13][C@H:9]([NH:8][C:6](=[O:7])[O:5][C:1]([CH3:4])([CH3:2])[CH3:3])[CH2:10]1. (7) The product is: [C:26]([C:30]1[CH:31]=[C:32]([NH:71][S:72]([CH3:75])(=[O:73])=[O:74])[C:33]([O:69][CH3:70])=[C:34]([NH:36][C:37](=[O:68])[NH:38][C:39]2[C:48]3[C:43](=[CH:44][CH:45]=[CH:46][CH:47]=3)[C:42]([O:49][C:50]3[CH:55]=[CH:54][N:53]=[C:52]([NH:56][C:57]4[CH:65]=[CH:64][C:60]([C:61]([NH:87][CH2:86][CH2:85][N:82]5[CH2:83][CH2:84][N:79]([CH:76]6[CH2:78][CH2:77]6)[CH2:80][CH2:81]5)=[O:62])=[C:59]([O:66][CH3:67])[CH:58]=4)[CH:51]=3)=[CH:41][CH:40]=2)[CH:35]=1)([CH3:29])([CH3:27])[CH3:28]. Given the reactants CN(C(ON1N=NC2C=CC=NC1=2)=[N+](C)C)C.F[P-](F)(F)(F)(F)F.Cl.[C:26]([C:30]1[CH:31]=[C:32]([NH:71][S:72]([CH3:75])(=[O:74])=[O:73])[C:33]([O:69][CH3:70])=[C:34]([NH:36][C:37](=[O:68])[NH:38][C:39]2[C:48]3[C:43](=[CH:44][CH:45]=[CH:46][CH:47]=3)[C:42]([O:49][C:50]3[CH:55]=[CH:54][N:53]=[C:52]([NH:56][C:57]4[CH:65]=[CH:64][C:60]([C:61](O)=[O:62])=[C:59]([O:66][CH3:67])[CH:58]=4)[CH:51]=3)=[CH:41][CH:40]=2)[CH:35]=1)([CH3:29])([CH3:28])[CH3:27].[CH:76]1([N:79]2[CH2:84][CH2:83][N:82]([CH2:85][CH2:86][NH2:87])[CH2:81][CH2:80]2)[CH2:78][CH2:77]1.CCN(C(C)C)C(C)C, predict the reaction product. (8) Given the reactants [CH:1]([C:4]1[C:12]2[C:7](=[CH:8][CH:9]=[C:10]([O:13][C:14]3[C:19]([CH3:20])=[CH:18][C:17]([NH2:21])=[CH:16][C:15]=3[CH3:22])[CH:11]=2)[NH:6][CH:5]=1)([CH3:3])[CH3:2].Br[CH2:24][C:25]([O:27][CH2:28][CH3:29])=[O:26].C([O-])(=O)C.[Na+].O, predict the reaction product. The product is: [CH:1]([C:4]1[C:12]2[C:7](=[CH:8][CH:9]=[C:10]([O:13][C:14]3[C:15]([CH3:22])=[CH:16][C:17]([NH:21][CH2:24][C:25]([O:27][CH2:28][CH3:29])=[O:26])=[CH:18][C:19]=3[CH3:20])[CH:11]=2)[NH:6][CH:5]=1)([CH3:3])[CH3:2].